This data is from Catalyst prediction with 721,799 reactions and 888 catalyst types from USPTO. The task is: Predict which catalyst facilitates the given reaction. (1) Reactant: [CH:1]1([C:5]2[CH:10]=[CH:9][C:8]([C:11]3[N:12]=[CH:13][C:14]([NH2:17])=[N:15][CH:16]=3)=[C:7]([F:18])[C:6]=2[O:19][CH2:20][CH:21]2[CH2:23][O:22]2)[CH2:4][CH2:3][CH2:2]1.[NH3:24]. Product: [NH2:24][CH2:23][CH:21]([OH:22])[CH2:20][O:19][C:6]1[C:5]([CH:1]2[CH2:2][CH2:3][CH2:4]2)=[CH:10][CH:9]=[C:8]([C:11]2[CH:16]=[N:15][C:14]([NH2:17])=[CH:13][N:12]=2)[C:7]=1[F:18]. The catalyst class is: 5. (2) Reactant: CCCC[N+](CCCC)(CCCC)CCCC.[F-].[Cl:19][C:20]1[C:21]([C:48]2[CH:53]=[CH:52][C:51]([N:54]3[CH2:58][CH2:57][CH2:56][CH2:55]3)=[CH:50][CH:49]=2)=[CH:22][C:23]2[N:27]=[C:26]([O:28][C:29]3[CH:30]=[CH:31][C:32]([CH3:38])=[C:33]([CH:37]=3)[C:34]([OH:36])=[O:35])[N:25](COCC[Si](C)(C)C)[C:24]=2[CH:47]=1. Product: [Cl:19][C:20]1[C:21]([C:48]2[CH:53]=[CH:52][C:51]([N:54]3[CH2:58][CH2:57][CH2:56][CH2:55]3)=[CH:50][CH:49]=2)=[CH:22][C:23]2[N:27]=[C:26]([O:28][C:29]3[CH:30]=[CH:31][C:32]([CH3:38])=[C:33]([CH:37]=3)[C:34]([OH:36])=[O:35])[NH:25][C:24]=2[CH:47]=1. The catalyst class is: 225. (3) Reactant: [Cl:1][C:2]1[C:10]2[C:5](=[N:6][CH:7]=[CH:8][C:9]=2[C:11]2[CH:12]=[C:13]([C:17]([CH3:29])([CH2:27][CH3:28])[CH2:18][NH:19]C(=O)OC(C)(C)C)[CH:14]=[CH:15][CH:16]=2)[NH:4][N:3]=1.C(O)(C(F)(F)F)=O. Product: [Cl:1][C:2]1[C:10]2[C:5](=[N:6][CH:7]=[CH:8][C:9]=2[C:11]2[CH:12]=[C:13]([C:17]([CH3:29])([CH2:27][CH3:28])[CH2:18][NH2:19])[CH:14]=[CH:15][CH:16]=2)[NH:4][N:3]=1. The catalyst class is: 2.